This data is from Forward reaction prediction with 1.9M reactions from USPTO patents (1976-2016). The task is: Predict the product of the given reaction. (1) Given the reactants [NH:1]([C:6]([O:8][CH2:9][CH:10]1[C:22]2[C:17](=[CH:18][CH:19]=[CH:20][CH:21]=2)[C:16]2[C:11]1=[CH:12][CH:13]=[CH:14][CH:15]=2)=[O:7])[CH2:2][C:3]([OH:5])=O.[CH3:23][O:24][NH:25][CH3:26].C1C=CC2N(O)N=NC=2C=1.CCN=C=NCCCN(C)C.Cl.CCN(C(C)C)C(C)C, predict the reaction product. The product is: [NH:1]([C:6]([O:8][CH2:9][CH:10]1[C:11]2[C:16](=[CH:15][CH:14]=[CH:13][CH:12]=2)[C:17]2[C:22]1=[CH:21][CH:20]=[CH:19][CH:18]=2)=[O:7])[CH2:2][C:3]([N:25]([O:24][CH3:23])[CH3:26])=[O:5]. (2) Given the reactants CO[C:3]1[CH2:7][N:6]([CH2:8][C:9]2[CH:14]=[CH:13][C:12]([O:15][CH3:16])=[CH:11][CH:10]=2)[C:5](=[O:17])[CH:4]=1.[NH2:18][C:19]1[C:26]([Br:27])=[CH:25][CH:24]=[CH:23][C:20]=1[C:21]#[N:22].C1(C)C=CC(S(O)(=O)=O)=CC=1, predict the reaction product. The product is: [Br:27][C:26]1[C:19]([NH:18][C:3]2[CH2:7][N:6]([CH2:8][C:9]3[CH:10]=[CH:11][C:12]([O:15][CH3:16])=[CH:13][CH:14]=3)[C:5](=[O:17])[CH:4]=2)=[C:20]([CH:23]=[CH:24][CH:25]=1)[C:21]#[N:22]. (3) Given the reactants N1([C:7]2[C:8]([C:13]([NH:15][C@H:16]3[CH2:20][CH2:19][CH2:18][C@@H:17]3[NH:21][C:22]3[CH:27]=[N:26][C:25]([C:28]([F:31])([F:30])[F:29])=[CH:24][N:23]=3)=[O:14])=NC=CC=2)CCCCC1.Cl.FC(F)(F)C1N=CC(N[C@H]2CCC[C@@H]2N)=NC=1.[Cl:50][C:51]1[CH:52]=[CH:53][C:54]([N:60]2[N:64]=[CH:63][CH:62]=[N:61]2)=C(C=1)C(O)=O, predict the reaction product. The product is: [Cl:50][C:51]1[CH:52]=[CH:53][C:54]([N:60]2[N:64]=[CH:63][CH:62]=[N:61]2)=[C:8]([CH:7]=1)[C:13]([NH:15][C@H:16]1[CH2:20][CH2:19][CH2:18][C@@H:17]1[NH:21][C:22]1[CH:27]=[N:26][C:25]([C:28]([F:31])([F:29])[F:30])=[CH:24][N:23]=1)=[O:14]. (4) Given the reactants C[O-].[Na+].Cl.[C:5]([NH2:13])(=[NH:12])[C:6]1[CH:11]=[CH:10][CH:9]=[CH:8][CH:7]=1.C([O:16][C:17](=O)[CH2:18][C:19](=O)[C:20]([F:23])([F:22])[F:21])C, predict the reaction product. The product is: [C:6]1([C:5]2[N:13]=[C:17]([OH:16])[CH:18]=[C:19]([C:20]([F:23])([F:22])[F:21])[N:12]=2)[CH:11]=[CH:10][CH:9]=[CH:8][CH:7]=1. (5) Given the reactants F[C:2]1[N:7]=[C:6]([C:8]2[C:16]3[C:11](=[CH:12][N:13]=[C:14]([C:17]4[CH:18]=[N:19][CH:20]=[CH:21][CH:22]=4)[CH:15]=3)[N:10](COCC[Si](C)(C)C)[N:9]=2)[CH:5]=[CH:4][CH:3]=1.[CH2:31]([NH2:35])[CH2:32][CH2:33][NH2:34], predict the reaction product. The product is: [N:19]1[CH:20]=[CH:21][CH:22]=[C:17]([C:14]2[CH:15]=[C:16]3[C:8]([C:6]4[N:7]=[C:2]([NH:34][CH2:33][CH2:32][CH2:31][NH2:35])[CH:3]=[CH:4][CH:5]=4)=[N:9][NH:10][C:11]3=[CH:12][N:13]=2)[CH:18]=1. (6) Given the reactants [Br:1][C:2]1[CH:3]=[C:4]([CH2:8][OH:9])[CH:5]=[N:6][CH:7]=1.CCN(CC)CC.[CH3:17][S:18](Cl)(=[O:20])=[O:19], predict the reaction product. The product is: [Br:1][C:2]1[CH:3]=[C:4]([CH2:8][O:9][S:18]([CH3:17])(=[O:20])=[O:19])[CH:5]=[N:6][CH:7]=1.